Dataset: Catalyst prediction with 721,799 reactions and 888 catalyst types from USPTO. Task: Predict which catalyst facilitates the given reaction. Reactant: [CH:1]1([CH2:7][NH:8][C:9](=[O:24])[C:10]2[CH:15]=[CH:14][N:13]=[C:12]([O:16]CC3C=CC=CC=3)[CH:11]=2)[CH2:6][CH2:5][CH2:4][CH2:3][CH2:2]1.[H][H]. Product: [CH:1]1([CH2:7][NH:8][C:9](=[O:24])[C:10]2[CH:15]=[CH:14][NH:13][C:12](=[O:16])[CH:11]=2)[CH2:6][CH2:5][CH2:4][CH2:3][CH2:2]1. The catalyst class is: 352.